From a dataset of Forward reaction prediction with 1.9M reactions from USPTO patents (1976-2016). Predict the product of the given reaction. (1) Given the reactants C([O:3][C:4]([C:6]1[CH:7]=[N:8][N:9]([CH2:11][C:12]2[CH:17]=[CH:16][CH:15]=[CH:14][CH:13]=2)[CH:10]=1)=[O:5])C.[Li+].[OH-].Cl, predict the reaction product. The product is: [CH2:11]([N:9]1[CH:10]=[C:6]([C:4]([OH:5])=[O:3])[CH:7]=[N:8]1)[C:12]1[CH:17]=[CH:16][CH:15]=[CH:14][CH:13]=1. (2) Given the reactants N[C:2]1[N:7]=[CH:6][C:5]([C:8]2[CH:13]=[CH:12][C:11]([C:14]3[N:15]([C:30]4[CH:35]=[CH:34][C:33]([Cl:36])=[CH:32][CH:31]=4)[C:16](=[O:29])[C:17]4[CH:22]=[N:21][N:20]([C:23]5[CH:28]=[CH:27][CH:26]=[CH:25][CH:24]=5)[C:18]=4[N:19]=3)=[CH:10][CH:9]=2)=[CH:4][CH:3]=1.N([O-])=[O:38].[Na+].C([O-])(O)=O.[Na+], predict the reaction product. The product is: [Cl:36][C:33]1[CH:32]=[CH:31][C:30]([N:15]2[C:16](=[O:29])[C:17]3[CH:22]=[N:21][N:20]([C:23]4[CH:28]=[CH:27][CH:26]=[CH:25][CH:24]=4)[C:18]=3[N:19]=[C:14]2[C:11]2[CH:12]=[CH:13][C:8]([C:5]3[CH:4]=[CH:3][C:2](=[O:38])[NH:7][CH:6]=3)=[CH:9][CH:10]=2)=[CH:35][CH:34]=1. (3) Given the reactants Br[CH2:2][C:3]1[C:12](=[O:13])[C:11]2[C:6](=[N:7][CH:8]=[CH:9][CH:10]=2)[N:5]([C:14]2[CH:19]=[CH:18][CH:17]=[CH:16][CH:15]=2)[C:4]=1[C:20]1[O:21][CH:22]=[CH:23][N:24]=1.[CH2:25]1[CH2:29]OC[CH2:26]1.[NH:30](C(OC(C)(C)C)=O)[C:31]([O:33]C(C)(C)C)=[O:32].[H-].[Na+], predict the reaction product. The product is: [C:25]([NH:30][C:31](=[O:32])[OH:33])([CH3:26])([CH3:29])[CH3:2].[C:25]([NH:30][C:31](=[O:32])[OH:33])([CH3:26])([CH3:29])[CH3:2].[NH2:30][CH2:2][C:3]1[C:12](=[O:13])[C:11]2[C:6](=[N:7][CH:8]=[CH:9][CH:10]=2)[N:5]([C:14]2[CH:19]=[CH:18][CH:17]=[CH:16][CH:15]=2)[C:4]=1[C:20]1[O:21][CH:22]=[CH:23][N:24]=1. (4) Given the reactants [H-].[Na+].[F:3][C:4]1[CH:9]=[C:8]([C:10]([OH:13])([CH3:12])[CH3:11])[CH:7]=[CH:6][C:5]=1[C:14]1[S:18][C:17]([NH:19][C:20]2[CH:25]=[CH:24][CH:23]=[C:22]([CH2:26][OH:27])[N:21]=2)=[C:16]([C:28]([NH2:30])=[O:29])[CH:15]=1.I[CH2:32][CH3:33], predict the reaction product. The product is: [CH2:32]([O:27][CH2:26][C:22]1[N:21]=[C:20]([NH:19][C:17]2[S:18][C:14]([C:5]3[CH:6]=[CH:7][C:8]([C:10]([OH:13])([CH3:11])[CH3:12])=[CH:9][C:4]=3[F:3])=[CH:15][C:16]=2[C:28]([NH2:30])=[O:29])[CH:25]=[CH:24][CH:23]=1)[CH3:33]. (5) Given the reactants N([O-])=[O:2].[Na+].[CH3:5][C:6]1[CH:17]=[CH:16][C:9]2[N:10]=[C:11](N)[N:12]=[N+:13]([O-:14])[C:8]=2[CH:7]=1, predict the reaction product. The product is: [CH3:5][C:6]1[CH:17]=[CH:16][C:9]2[N:10]=[C:11]([OH:2])[N:12]=[N+:13]([O-:14])[C:8]=2[CH:7]=1. (6) Given the reactants CC(C)([O-])C.[K+].[C:7]([CH2:9]P(=O)(OCC)OCC)#[N:8].[CH3:18][C:19]1([C:24]#[N:25])[CH2:22][C:21](=O)[CH2:20]1, predict the reaction product. The product is: [C:7]([CH:9]=[C:21]1[CH2:22][C:19]([CH3:18])([C:24]#[N:25])[CH2:20]1)#[N:8]. (7) Given the reactants Br[C:2]1[CH:8]=[C:7]([CH:9]([CH3:11])[CH3:10])[C:5]([NH2:6])=[C:4]([CH:12]([CH3:14])[CH3:13])[CH:3]=1.O.[O-]P([O-])([O-])=O.[K+].[K+].[K+], predict the reaction product. The product is: [CH:12]([C:4]1[CH:3]=[C:2]([C:2]2[CH:8]=[CH:7][CH:5]=[CH:4][CH:3]=2)[CH:8]=[C:7]([CH:9]([CH3:11])[CH3:10])[C:5]=1[NH2:6])([CH3:14])[CH3:13]. (8) Given the reactants [CH3:1][S:2](Cl)(=[O:4])=[O:3].C(Cl)Cl.O[CH2:10][CH2:11][C:12]1[S:16][CH:15]=[N:14][C:13]=1[CH3:17].C(N(CC)CC)C, predict the reaction product. The product is: [CH3:1][S:2]([CH2:10][CH2:11][C:12]1[S:16][CH:15]=[N:14][C:13]=1[CH3:17])(=[O:4])=[O:3].